Dataset: Full USPTO retrosynthesis dataset with 1.9M reactions from patents (1976-2016). Task: Predict the reactants needed to synthesize the given product. (1) The reactants are: [Br:1][C:2]1[S:6][C:5]([NH2:7])=[N:4][N:3]=1.Br[CH2:9][C:10](=O)[C:11]([O:13][CH2:14][CH3:15])=[O:12].C(Cl)Cl.CCOC(C)=O.C(Cl)Cl. Given the product [Br:1][C:2]1[S:6][C:5]2=[N:7][C:10]([C:11]([O:13][CH2:14][CH3:15])=[O:12])=[CH:9][N:4]2[N:3]=1, predict the reactants needed to synthesize it. (2) Given the product [CH2:34]([C:33]1[CH:32]=[CH:31][C:30]([CH:28]([CH3:29])[C:26]([O:25][CH:41]2[CH2:42][O:43][CH:44]([C:46]3[CH:47]=[CH:48][CH:49]=[CH:50][CH:51]=3)[O:45][CH2:40]2)=[O:27])=[CH:39][CH:38]=1)[CH:35]([CH3:36])[CH3:37], predict the reactants needed to synthesize it. The reactants are: CN(C(ON1N=NC2C=CC=CC1=2)=[N+](C)C)C.F[P-](F)(F)(F)(F)F.[OH:25][C:26]([CH:28]([C:30]1[CH:39]=[CH:38][C:33]([CH2:34][CH:35]([CH3:37])[CH3:36])=[CH:32][CH:31]=1)[CH3:29])=[O:27].[CH2:40]1[O:45][CH:44]([C:46]2[CH:51]=[CH:50][CH:49]=[CH:48][CH:47]=2)[O:43][CH2:42][CH:41]1O.C(N(CC)CC)C. (3) Given the product [O:1]1[CH2:2][CH2:3][CH:4]([C:7]([N:42]2[CH2:41][C:40]3[CH:43]=[CH:44][C:45]([C:47]([O:49][CH3:50])=[O:48])=[CH:46][C:39]=3[O:38][CH2:37][C@@H:36]2[C:33]2[CH:34]=[CH:35][C:30]([C:29]([F:51])([F:28])[F:52])=[CH:31][CH:32]=2)=[O:9])[CH2:5][CH2:6]1, predict the reactants needed to synthesize it. The reactants are: [O:1]1[CH2:6][CH2:5][CH:4]([C:7]([OH:9])=O)[CH2:3][CH2:2]1.C[N+]1(C2N=C(OC)N=C(OC)N=2)CCOCC1.[Cl-].[F:28][C:29]([F:52])([F:51])[C:30]1[CH:35]=[CH:34][C:33]([C@@H:36]2[NH:42][CH2:41][C:40]3[CH:43]=[CH:44][C:45]([C:47]([O:49][CH3:50])=[O:48])=[CH:46][C:39]=3[O:38][CH2:37]2)=[CH:32][CH:31]=1. (4) Given the product [CH3:65][O:66][C:67]1[CH:68]=[C:69]([NH:76][CH:77]2[CH2:82][CH2:81][N:80]([C:24](=[O:26])[CH2:23][CH2:22][N:19]3[CH2:18][CH2:17][N:16]([C:13]4[CH:14]=[CH:15][C:10]([O:9][CH2:8][C:7]5[CH:27]=[CH:28][C:4]([C:3]([F:2])([F:29])[F:30])=[CH:5][CH:6]=5)=[CH:11][CH:12]=4)[CH2:21][CH2:20]3)[CH2:79][CH2:78]2)[CH:70]=[CH:71][C:72]=1[N+:73]([O-:75])=[O:74], predict the reactants needed to synthesize it. The reactants are: [Li+].[F:2][C:3]([F:30])([F:29])[C:4]1[CH:28]=[CH:27][C:7]([CH2:8][O:9][C:10]2[CH:15]=[CH:14][C:13]([N:16]3[CH2:21][CH2:20][N:19]([CH2:22][CH2:23][C:24]([O-:26])=O)[CH2:18][CH2:17]3)=[CH:12][CH:11]=2)=[CH:6][CH:5]=1.C(N(C(C)C)CC)(C)C.F[P-](F)(F)(F)(F)F.CN(C)C(ON1C2C=CC=CC=2N=N1)=[N+](C)C.Cl.[CH3:65][O:66][C:67]1[CH:68]=[C:69]([NH:76][CH:77]2[CH2:82][CH2:81][NH:80][CH2:79][CH2:78]2)[CH:70]=[CH:71][C:72]=1[N+:73]([O-:75])=[O:74].